Dataset: Full USPTO retrosynthesis dataset with 1.9M reactions from patents (1976-2016). Task: Predict the reactants needed to synthesize the given product. (1) Given the product [CH3:17][C:14]([C:18]1[N:22]([CH2:23][CH:24]2[CH2:25][CH2:26][O:27][CH2:28][CH2:29]2)[C:21]2[CH:30]=[CH:31][C:32]([S:34]([N:37]3[CH:41]=[C:40]([C:42]([NH:6][CH3:5])=[O:44])[CH:39]=[N:38]3)(=[O:35])=[O:36])=[CH:33][C:20]=2[N:19]=1)([CH3:13])[CH2:15][CH3:16], predict the reactants needed to synthesize it. The reactants are: Cl.CN.C[CH2:5][N:6](C(C)C)C(C)C.[CH3:13][C:14]([C:18]1[N:22]([CH2:23][CH:24]2[CH2:29][CH2:28][O:27][CH2:26][CH2:25]2)[C:21]2[CH:30]=[CH:31][C:32]([S:34]([N:37]3[CH:41]=[C:40]([C:42]([OH:44])=O)[CH:39]=[N:38]3)(=[O:36])=[O:35])=[CH:33][C:20]=2[N:19]=1)([CH3:17])[CH2:15][CH3:16].CN(C(ON1N=NC2C=CC=NC1=2)=[N+](C)C)C.F[P-](F)(F)(F)(F)F. (2) Given the product [OH:11][C:9]1[CH:10]=[C:5]([O:4][CH3:3])[CH:6]=[CH:7][C:8]=1[C:12]([C:14]1[CH:15]=[CH:16][CH:17]=[CH:18][C:19]=1[OH:20])=[O:13], predict the reactants needed to synthesize it. The reactants are: [Na][Na].[CH3:3][O:4][C:5]1[CH:10]=[C:9]([OH:11])[C:8]([C:12]([C:14]2[C:19]([OH:20])=[CH:18][C:17](OC)=[C:16](S(O)(=O)=O)[CH:15]=2)=[O:13])=[CH:7][C:6]=1S(O)(=O)=O. (3) Given the product [NH2:8][C:7]1([C:1]2[CH:6]=[CH:5][CH:4]=[CH:3][CH:2]=2)[CH:11]([CH2:10][OH:9])[CH2:12][N:13]([C:15]([O:17][C:18]([CH3:21])([CH3:19])[CH3:20])=[O:16])[CH2:14]1, predict the reactants needed to synthesize it. The reactants are: [C:1]1([C:7]23[CH2:14][N:13]([C:15]([O:17][C:18]([CH3:21])([CH3:20])[CH3:19])=[O:16])[CH2:12][CH:11]2[CH2:10][O:9][NH:8]3)[CH:6]=[CH:5][CH:4]=[CH:3][CH:2]=1. (4) Given the product [ClH:18].[CH2:1]([C:3]1[N:4]=[C:5]([CH2:9][C:10]([C:11]2[CH:16]=[CH:15][CH:14]=[CH:13][CH:12]=2)=[O:17])[NH:6][C:7]=1[CH3:8])[CH3:2], predict the reactants needed to synthesize it. The reactants are: [CH2:1]([C:3]1[N:4]=[C:5]([CH3:9])[NH:6][C:7]=1[CH3:8])[CH3:2].[C:10]([Cl:18])(=[O:17])[C:11]1[CH:16]=[CH:15][CH:14]=[CH:13][CH:12]=1. (5) Given the product [Cl:1][C:2]1[CH:3]=[C:4]([O:8][CH2:9][CH:10]2[CH2:14][CH2:13][CH2:12][N:11]2[O:15][C:18](=[O:19])[C:17]([CH3:22])([CH3:21])[CH3:16])[CH:5]=[N:6][CH:7]=1, predict the reactants needed to synthesize it. The reactants are: [Cl:1][C:2]1[CH:3]=[C:4]([O:8][CH2:9][CH:10]2[CH2:14][CH2:13][CH2:12][N:11]2[OH:15])[CH:5]=[N:6][CH:7]=1.[CH3:16][C:17]([CH3:22])([CH3:21])[C:18](Cl)=[O:19].C([O-])([O-])=O.[K+].[K+].